The task is: Predict the reaction yield, written as a fraction of the theoretical maximum amount of product (1.0 means a 100% yield; for example, 0.34 means a 34% yield).. This data is from Reaction yield outcomes from USPTO patents with 853,638 reactions. (1) The reactants are [Cl:1][C:2]1[CH:3]=[C:4]([CH:26]=[CH:27][C:28]=1[F:29])[NH:5][C:6]1[C:15]2[C:10](=[CH:11][C:12]([O:24][CH3:25])=[CH:13][C:14]=2[O:16][CH2:17][C@@H:18]2[NH:22][CH2:21][C@@H:20]([OH:23])[CH2:19]2)[N:9]=[CH:8][N:7]=1.[CH3:30][O:31][CH2:32][C:33](O)=[O:34]. The yield is 0.600. No catalyst specified. The product is [Cl:1][C:2]1[CH:3]=[C:4]([CH:26]=[CH:27][C:28]=1[F:29])[NH:5][C:6]1[C:15]2[C:10](=[CH:11][C:12]([O:24][CH3:25])=[CH:13][C:14]=2[O:16][CH2:17][C@@H:18]2[N:22]([C:33](=[O:34])[CH2:32][O:31][CH3:30])[CH2:21][C@@H:20]([OH:23])[CH2:19]2)[N:9]=[CH:8][N:7]=1. (2) The reactants are [NH:1]1[C:9]2[C:4](=[CH:5][CH:6]=[CH:7][CH:8]=2)[C:3]2([CH:13](B(O)O)CC[CH2:10]2)[C:2]1=[O:17].[C:18](=[O:21])([O-])[O-].[Na+].[Na+].[OH-].[Na+]. The catalyst is COCCOC.O.C1C=CC([P]([Pd]([P](C2C=CC=CC=2)(C2C=CC=CC=2)C2C=CC=CC=2)([P](C2C=CC=CC=2)(C2C=CC=CC=2)C2C=CC=CC=2)[P](C2C=CC=CC=2)(C2C=CC=CC=2)C2C=CC=CC=2)(C2C=CC=CC=2)C2C=CC=CC=2)=CC=1. The product is [CH3:13][C:3]1([CH3:10])[C:4]2[C:9](=[CH:8][CH:7]=[C:6]([C:18]3[O:21][C:3]([C:2]#[N:1])=[CH:4][CH:5]=3)[CH:5]=2)[NH:1][C:2]1=[O:17]. The yield is 0.490.